From a dataset of Forward reaction prediction with 1.9M reactions from USPTO patents (1976-2016). Predict the product of the given reaction. (1) Given the reactants [N:1]1[CH:6]=[CH:5][CH:4]=[N:3][C:2]=1[CH2:7][N:8]1[C:14](=[O:15])[C:13]2[CH:16]=[C:17](B3OC(C)(C)C(C)(C)O3)[CH:18]=[CH:19][C:12]=2[O:11][CH2:10][CH2:9]1.Br[C:30]1[S:31][C:32]([CH3:35])=[CH:33][CH:34]=1.C(=O)([O-])[O-].[Cs+].[Cs+].CCOC(C)=O, predict the reaction product. The product is: [CH3:35][C:32]1[S:31][C:30]([C:17]2[CH:18]=[CH:19][C:12]3[O:11][CH2:10][CH2:9][N:8]([CH2:7][C:2]4[N:1]=[CH:6][CH:5]=[CH:4][N:3]=4)[C:14](=[O:15])[C:13]=3[CH:16]=2)=[CH:34][CH:33]=1. (2) The product is: [CH3:1][N:2]1[C:7](=[O:8])[CH2:6][N:5]([C:20]([O:22][C:23]2[CH:24]=[CH:25][C:26]([N+:29]([O-:31])=[O:30])=[CH:27][CH:28]=2)=[O:21])[C:4]2[N:9]=[CH:10][CH:11]=[CH:12][C:3]1=2. Given the reactants [CH3:1][N:2]1[C:7](=[O:8])[CH2:6][NH:5][C:4]2[N:9]=[CH:10][CH:11]=[CH:12][C:3]1=2.CN(C)C(=O)C.Cl[C:20]([O:22][C:23]1[CH:28]=[CH:27][C:26]([N+:29]([O-:31])=[O:30])=[CH:25][CH:24]=1)=[O:21], predict the reaction product. (3) Given the reactants [NH2:1][C@H:2]([C:7]1[CH:12]=[CH:11][CH:10]=[CH:9][CH:8]=1)[CH2:3][C:4]([OH:6])=[O:5].[CH:13]([N:16]=[C:17]=[O:18])([CH3:15])[CH3:14], predict the reaction product. The product is: [CH:13]([NH:16][C:17]([NH:1][C@H:2]([C:7]1[CH:12]=[CH:11][CH:10]=[CH:9][CH:8]=1)[CH2:3][C:4]([OH:6])=[O:5])=[O:18])([CH3:15])[CH3:14]. (4) The product is: [Br:14][C:9]1[CH:8]=[C:7]2[C:12](=[CH:11][C:10]=1[CH3:13])[NH:4][N:5]=[CH:6]2. Given the reactants C([N:4]1[C:12]2[C:7](=[CH:8][C:9]([Br:14])=[C:10]([CH3:13])[CH:11]=2)[CH:6]=[N:5]1)(=O)C.[OH-].[K+], predict the reaction product. (5) Given the reactants [NH2:1][C:2]1[C:7]([CH:8]=O)=[CH:6][CH:5]=[CH:4][N:3]=1.Br[CH2:11][C:12](=O)[C:13]([CH3:16])([CH3:15])[CH3:14].[OH-:18].[Na+].Cl, predict the reaction product. The product is: [C:13]([C:12]1[C:11]([OH:18])=[CH:8][C:7]2[C:2](=[N:3][CH:4]=[CH:5][CH:6]=2)[N:1]=1)([CH3:16])([CH3:15])[CH3:14].